Dataset: Forward reaction prediction with 1.9M reactions from USPTO patents (1976-2016). Task: Predict the product of the given reaction. (1) Given the reactants [CH3:1][S:2]([C:5]1[S:6][C:7](/[C:10](=[N:13]\[S:14]([C:16]([CH3:19])([CH3:18])[CH3:17])=[O:15])/[CH2:11][CH3:12])=[CH:8][N:9]=1)(=[O:4])=[O:3].C([BH-](C(CC)C)C(CC)C)(CC)C.[Li+], predict the reaction product. The product is: [CH3:1][S:2]([C:5]1[S:6][C:7]([C@@H:10]([NH:13][S:14]([C:16]([CH3:17])([CH3:19])[CH3:18])=[O:15])[CH2:11][CH3:12])=[CH:8][N:9]=1)(=[O:3])=[O:4]. (2) The product is: [C:29]([N:32]1[CH2:37][CH2:36][N:35]([C:5]2[N:6]=[CH:7][C:8]3[CH:14]=[C:13]([C:15]4[CH:20]=[CH:19][CH:18]=[CH:17][CH:16]=4)[C:12]([C:21]4[CH:28]=[CH:27][C:24]([CH:25]=[O:26])=[CH:23][CH:22]=4)=[N:11][C:9]=3[N:10]=2)[CH2:34][CH2:33]1)(=[O:31])[CH3:30]. Given the reactants C(S([C:5]1[N:6]=[CH:7][C:8]2[CH:14]=[C:13]([C:15]3[CH:20]=[CH:19][CH:18]=[CH:17][CH:16]=3)[C:12]([C:21]3[CH:28]=[CH:27][C:24]([CH:25]=[O:26])=[CH:23][CH:22]=3)=[N:11][C:9]=2[N:10]=1)=O)C.[C:29]([N:32]1[CH2:37][CH2:36][NH:35][CH2:34][CH2:33]1)(=[O:31])[CH3:30], predict the reaction product. (3) Given the reactants [Cl:1][C:2]1[CH:7]=[CH:6][C:5]([C:8]2[N:9]=[C:10]3[CH:15]=[CH:14][CH:13]=[CH:12][N:11]3[C:16]=2[CH2:17][C:18]2[N:22]=[C:21]([C:23]([NH:25][NH2:26])=[O:24])[O:20][N:19]=2)=[CH:4][CH:3]=1.ClC1C=CC(C2N=C3C=CC([F:42])=CN3C=2CC2N=C(C(OCC)=O)ON=2)=CC=1.O.NN, predict the reaction product. The product is: [Cl:1][C:2]1[CH:3]=[CH:4][C:5]([C:8]2[N:9]=[C:10]3[CH:15]=[CH:14][C:13]([F:42])=[CH:12][N:11]3[C:16]=2[CH2:17][C:18]2[N:22]=[C:21]([C:23]([NH:25][NH2:26])=[O:24])[O:20][N:19]=2)=[CH:6][CH:7]=1. (4) Given the reactants [CH2:1]([O:3][C:4]([N:6]1[C:15]2[C:10](=[N:11][C:12]([O:16][CH3:17])=[CH:13][CH:14]=2)[C@@H:9]([NH:18][C:19]2[N:24]=[C:23]([CH2:25][C:26]3[CH:31]=[C:30]([C:32]([F:35])([F:34])[F:33])[CH:29]=[C:28]([C:36]([F:39])([F:38])[F:37])[CH:27]=3)[C:22]([O:40][CH2:41][C:42](O)=[O:43])=[CH:21][N:20]=2)[CH2:8][C@H:7]1[CH2:45][CH3:46])=[O:5])[CH3:2].[NH:47]1[CH2:52][CH2:51][O:50][CH2:49][CH2:48]1.Cl.CN(C)CCCN=C=NCC.O.ON1C2C=CC=CC=2N=N1, predict the reaction product. The product is: [CH2:1]([O:3][C:4]([N:6]1[C:15]2[C:10](=[N:11][C:12]([O:16][CH3:17])=[CH:13][CH:14]=2)[C@@H:9]([NH:18][C:19]2[N:24]=[C:23]([CH2:25][C:26]3[CH:27]=[C:28]([C:36]([F:39])([F:38])[F:37])[CH:29]=[C:30]([C:32]([F:33])([F:35])[F:34])[CH:31]=3)[C:22]([O:40][CH2:41][C:42]([N:47]3[CH2:52][CH2:51][O:50][CH2:49][CH2:48]3)=[O:43])=[CH:21][N:20]=2)[CH2:8][C@H:7]1[CH2:45][CH3:46])=[O:5])[CH3:2]. (5) Given the reactants [O-:1][C:2]#[N:3].[K+].C(O)(=O)C.[CH3:9][C:10]1[CH:15]=[C:14]([NH:16][C:17]2[CH:22]=[C:21]([C:23]([F:26])([F:25])[F:24])[CH:20]=[CH:19][N:18]=2)[N:13]=[C:12]([C:27]2[CH:28]=[N:29][C:30]([NH:33][CH:34]3[CH2:39][CH2:38][NH:37][CH2:36][CH2:35]3)=[CH:31][CH:32]=2)[CH:11]=1, predict the reaction product. The product is: [CH3:9][C:10]1[CH:15]=[C:14]([NH:16][C:17]2[CH:22]=[C:21]([C:23]([F:25])([F:26])[F:24])[CH:20]=[CH:19][N:18]=2)[N:13]=[C:12]([C:27]2[CH:28]=[N:29][C:30]([NH:33][CH:34]3[CH2:39][CH2:38][N:37]([C:2]([NH2:3])=[O:1])[CH2:36][CH2:35]3)=[CH:31][CH:32]=2)[CH:11]=1. (6) The product is: [CH3:31][O:32][CH2:33][CH2:34][NH:35][C:2]1[N:7]=[C:6]([N:8]2[CH2:12][CH2:11][CH2:10][CH:9]2[C:13]2[O:17][N:16]=[C:15]([C:18]3[CH:23]=[CH:22][CH:21]=[CH:20][N:19]=3)[CH:14]=2)[N:5]=[C:4]([NH:24][C:25]2[CH:29]=[C:28]([CH3:30])[NH:27][N:26]=2)[CH:3]=1. Given the reactants Cl[C:2]1[N:7]=[C:6]([N:8]2[CH2:12][CH2:11][CH2:10][CH:9]2[C:13]2[O:17][N:16]=[C:15]([C:18]3[CH:23]=[CH:22][CH:21]=[CH:20][N:19]=3)[CH:14]=2)[N:5]=[C:4]([NH:24][C:25]2[CH:29]=[C:28]([CH3:30])[NH:27][N:26]=2)[CH:3]=1.[CH3:31][O:32][CH2:33][CH2:34][NH2:35], predict the reaction product. (7) Given the reactants [CH3:1][O:2][C:3]1[CH:4]=[C:5]([NH2:14])[C:6](=[CH:10][C:11]=1[O:12][CH3:13])[C:7](O)=[O:8].[CH:15]([NH2:17])=O, predict the reaction product. The product is: [CH3:13][O:12][C:11]1[CH:10]=[C:6]2[C:5](=[CH:4][C:3]=1[O:2][CH3:1])[N:14]=[CH:15][NH:17][C:7]2=[O:8]. (8) Given the reactants C([O:8][C:9]1[CH:14]=[CH:13][C:12]([C:15]2[CH:19]=[C:18]([C:20]([NH:22][CH:23]([CH:28]([CH3:30])[CH3:29])[C:24]([O:26][CH3:27])=[O:25])=[O:21])[O:17][N:16]=2)=[CH:11][CH:10]=1)C1C=CC=CC=1, predict the reaction product. The product is: [OH:8][C:9]1[CH:14]=[CH:13][C:12]([C:15]2[CH:19]=[C:18]([C:20]([NH:22][CH:23]([CH:28]([CH3:30])[CH3:29])[C:24]([O:26][CH3:27])=[O:25])=[O:21])[O:17][N:16]=2)=[CH:11][CH:10]=1. (9) Given the reactants [F:1][C:2]1[CH:7]=[CH:6][CH:5]=[C:4]([F:8])[C:3]=1[C:9]1[C:17]2[O:16][CH:15]([CH2:18][OH:19])[CH2:14][C:13]=2[CH:12]=[CH:11][CH:10]=1.[C:20]1([CH3:30])[CH:25]=[CH:24][C:23]([S:26](Cl)(=[O:28])=[O:27])=[CH:22][CH:21]=1, predict the reaction product. The product is: [CH3:30][C:20]1[CH:25]=[CH:24][C:23]([S:26]([O:19][CH2:18][CH:15]2[CH2:14][C:13]3[CH:12]=[CH:11][CH:10]=[C:9]([C:3]4[C:4]([F:8])=[CH:5][CH:6]=[CH:7][C:2]=4[F:1])[C:17]=3[O:16]2)(=[O:28])=[O:27])=[CH:22][CH:21]=1.